Dataset: Full USPTO retrosynthesis dataset with 1.9M reactions from patents (1976-2016). Task: Predict the reactants needed to synthesize the given product. Given the product [NH:21]1[CH2:22][CH2:23][CH:18]([N:15]2[CH2:14][CH2:13][CH:12]([N:3]3[C@@H:4]4[C@H:9]([CH2:8][CH2:7][CH2:6][CH2:5]4)[CH2:10][NH:11][C:2]3=[O:1])[CH2:17][CH2:16]2)[CH2:19][CH2:20]1.[ClH:31], predict the reactants needed to synthesize it. The reactants are: [O:1]=[C:2]1[NH:11][CH2:10][C@@H:9]2[C@H:4]([CH2:5][CH2:6][CH2:7][CH2:8]2)[N:3]1[CH:12]1[CH2:17][CH2:16][N:15]([CH:18]2[CH2:23][CH2:22][N:21](C(OC(C)(C)C)=O)[CH2:20][CH2:19]2)[CH2:14][CH2:13]1.[ClH:31].O1CCOCC1.